Dataset: Forward reaction prediction with 1.9M reactions from USPTO patents (1976-2016). Task: Predict the product of the given reaction. (1) Given the reactants [Cl:1][C:2]1[CH:7]=[CH:6][C:5]([CH:8]([C:27]2[CH:32]=[CH:31][C:30]([Cl:33])=[CH:29][CH:28]=2)[N:9]2[CH2:12][C:11](=[CH:13][S:14]([CH2:17][C:18]3[CH:19]=[C:20]([CH:24]=[CH:25][CH:26]=3)[C:21]([OH:23])=O)(=[O:16])=[O:15])[CH2:10]2)=[CH:4][CH:3]=1.[NH2:34][CH2:35][CH:36]1[CH2:41][CH2:40][CH2:39][CH2:38][CH2:37]1, predict the reaction product. The product is: [Cl:33][C:30]1[CH:29]=[CH:28][C:27]([CH:8]([C:5]2[CH:6]=[CH:7][C:2]([Cl:1])=[CH:3][CH:4]=2)[N:9]2[CH2:12][C:11](=[CH:13][S:14]([CH2:17][C:18]3[CH:19]=[C:20]([CH:24]=[CH:25][CH:26]=3)[C:21]([NH:34][CH2:35][CH:36]3[CH2:41][CH2:40][CH2:39][CH2:38][CH2:37]3)=[O:23])(=[O:15])=[O:16])[CH2:10]2)=[CH:32][CH:31]=1. (2) Given the reactants [CH2:1]([C:3]1[CH:4]=[C:5]([N:9]2[CH2:24][CH:12]3[CH2:13][N:14](C(OC(C)(C)C)=O)[CH2:15][CH2:16][N:11]3[C:10]2=[O:25])[CH:6]=[CH:7][CH:8]=1)[CH3:2].C(OCC)(=O)C.[ClH:32], predict the reaction product. The product is: [ClH:32].[CH2:1]([C:3]1[CH:4]=[C:5]([N:9]2[CH2:24][CH:12]3[CH2:13][NH:14][CH2:15][CH2:16][N:11]3[C:10]2=[O:25])[CH:6]=[CH:7][CH:8]=1)[CH3:2]. (3) Given the reactants CON(C)[C:4]([C:6]1[N:7]=[CH:8][N:9]([C:11]2[CH:16]=[CH:15][CH:14]=[C:13]([C:17]3[C:18]([O:25][CH3:26])=[N:19][C:20]([O:23][CH3:24])=[N:21][CH:22]=3)[CH:12]=2)[CH:10]=1)=[O:5].[S:28]1[CH:32]=[CH:31][N:30]=[CH:29]1, predict the reaction product. The product is: [CH3:24][O:23][C:20]1[N:19]=[C:18]([O:25][CH3:26])[C:17]([C:13]2[CH:12]=[C:11]([N:9]3[CH:10]=[C:6]([C:4]([C:29]4[S:28][CH:32]=[CH:31][N:30]=4)=[O:5])[N:7]=[CH:8]3)[CH:16]=[CH:15][CH:14]=2)=[CH:22][N:21]=1. (4) Given the reactants Br[C:2]1[N:3]=[C:4]([NH:11][C:12]2[CH:17]=[CH:16][C:15]([C:18]([N:20]3[CH2:25][CH2:24][O:23][CH2:22][CH2:21]3)=[O:19])=[CH:14][CH:13]=2)[C:5]2[N:6]([CH:8]=[CH:9][N:10]=2)[CH:7]=1.[C:26]([C:29]1[CH:30]=[C:31](B(O)O)[CH:32]=[CH:33][CH:34]=1)([OH:28])=[O:27], predict the reaction product. The product is: [N:20]1([C:18]([C:15]2[CH:16]=[CH:17][C:12]([NH:11][C:4]3[C:5]4[N:6]([CH:8]=[CH:9][N:10]=4)[CH:7]=[C:2]([C:33]4[CH:34]=[C:29]([CH:30]=[CH:31][CH:32]=4)[C:26]([OH:28])=[O:27])[N:3]=3)=[CH:13][CH:14]=2)=[O:19])[CH2:25][CH2:24][O:23][CH2:22][CH2:21]1. (5) Given the reactants [OH:1][CH:2]([CH2:8][CH2:9][CH:10]=[CH:11][C:12]1[CH:17]=[CH:16][CH:15]=[CH:14][CH:13]=1)[C:3]([O:5][CH2:6][CH3:7])=[O:4].C1(P(C2C=CC=CC=2)C2C=CC=CC=2)C=CC=CC=1.[F:37][C:38]([F:47])([F:46])[C:39]1[CH:44]=[CH:43][C:42](O)=[CH:41][CH:40]=1.N(C(OCC)=O)=NC([O-])=O, predict the reaction product. The product is: [F:37][C:38]([F:47])([F:46])[C:39]1[CH:44]=[CH:43][C:42]([O:1][CH:2]([CH2:8][CH2:9][CH:10]=[CH:11][C:12]2[CH:13]=[CH:14][CH:15]=[CH:16][CH:17]=2)[C:3]([O:5][CH2:6][CH3:7])=[O:4])=[CH:41][CH:40]=1. (6) The product is: [CH2:12]([O:8][C:5]1[CH:6]=[CH:7][C:2]([F:1])=[CH:3][CH:4]=1)[CH:11]=[CH2:10]. Given the reactants [F:1][C:2]1[CH:7]=[CH:6][C:5]([OH:8])=[CH:4][CH:3]=1.Br[CH2:10][CH:11]=[CH2:12].C(=O)([O-])[O-].[K+].[K+], predict the reaction product. (7) Given the reactants [Cl:1][C:2]1[C:7]([Cl:8])=[C:6]([C:9]([OH:16])([CH2:14][CH3:15])[C:10]([F:13])([F:12])[F:11])[CH:5]=[CH:4][C:3]=1[C:17]1[S:21][C:20]([C:22]([O:24]CC)=[O:23])=[N:19][C:18]=1[C:27](=[O:33])[N:28]([CH2:31][CH3:32])[CH2:29][CH3:30].[OH-].[K+], predict the reaction product. The product is: [Cl:1][C:2]1[C:7]([Cl:8])=[C:6]([C:9]([OH:16])([CH2:14][CH3:15])[C:10]([F:13])([F:11])[F:12])[CH:5]=[CH:4][C:3]=1[C:17]1[S:21][C:20]([C:22]([OH:24])=[O:23])=[N:19][C:18]=1[C:27](=[O:33])[N:28]([CH2:29][CH3:30])[CH2:31][CH3:32]. (8) Given the reactants [NH2:1][C@@H:2]1[CH2:7][CH2:6][CH2:5][CH2:4][C@H:3]1[NH2:8].[C:9]1([P:15]([C:24]2[CH:29]=[CH:28][CH:27]=[CH:26][CH:25]=2)[C:16]2[CH:23]=[CH:22][CH:21]=[CH:20][C:17]=2[CH:18]=O)[CH:14]=[CH:13][CH:12]=[CH:11][CH:10]=1, predict the reaction product. The product is: [C:9]1([P:15]([C:24]2[CH:29]=[CH:28][CH:27]=[CH:26][CH:25]=2)[C:16]2[CH:23]=[CH:22][CH:21]=[CH:20][C:17]=2[CH:18]=[N:1][C@@H:2]2[CH2:7][CH2:6][CH2:5][CH2:4][C@H:3]2[N:8]=[CH:18][C:17]2[CH:20]=[CH:21][CH:22]=[CH:23][C:16]=2[P:15]([C:9]2[CH:14]=[CH:13][CH:12]=[CH:11][CH:10]=2)[C:24]2[CH:29]=[CH:28][CH:27]=[CH:26][CH:25]=2)[CH:14]=[CH:13][CH:12]=[CH:11][CH:10]=1. (9) Given the reactants FC1C=C(C2C3COCCC=3N([C:14]([NH:16][C@@H:17]([C:22]([CH3:25])([CH3:24])[CH3:23])[C:18]([NH:20][CH3:21])=[O:19])=[O:15])N=2)C=CC=1F.[F:30][C:31]1[CH:36]=[C:35]([F:37])[C:34]([F:38])=[CH:33][C:32]=1[C:39]1[C:40]2[CH2:47][CH2:46][O:45][CH2:44][C:41]=2[NH:42][N:43]=1.N[C@@H](C(C)(C)C)[C:50](NCCO)=[O:51], predict the reaction product. The product is: [OH:51][CH2:50][CH2:21][NH:20][C:18](=[O:19])[C@@H:17]([NH:16][C:14]([N:42]1[C:41]2[CH2:44][O:45][CH2:46][CH2:47][C:40]=2[C:39]([C:32]2[CH:33]=[C:34]([F:38])[C:35]([F:37])=[CH:36][C:31]=2[F:30])=[N:43]1)=[O:15])[C:22]([CH3:23])([CH3:24])[CH3:25]. (10) Given the reactants [Br:1][C:2]1[N:7]=[C:6]([CH:8]=O)[C:5]([O:10][CH3:11])=[CH:4][CH:3]=1.[I-].[CH3:13][O:14][CH2:15][CH2:16][CH2:17][P+](C1C=CC=CC=1)(C1C=CC=CC=1)C1C=CC=CC=1, predict the reaction product. The product is: [Br:1][C:2]1[N:7]=[C:6]([CH:8]=[CH:17][CH2:16][CH2:15][O:14][CH3:13])[C:5]([O:10][CH3:11])=[CH:4][CH:3]=1.